This data is from Forward reaction prediction with 1.9M reactions from USPTO patents (1976-2016). The task is: Predict the product of the given reaction. (1) Given the reactants Cl[C:2]1[CH:7]=[N:6][C:5]([C:8]2[CH:13]=[CH:12][CH:11]=[CH:10][CH:9]=2)=[C:4]([C:14]2[CH:19]=[CH:18][CH:17]=[CH:16][CH:15]=2)[N:3]=1.[O:20]1[CH2:25][CH2:24][CH2:23][CH2:22][CH:21]1[O:26][CH2:27][CH2:28][CH2:29][C:30]#[CH:31], predict the reaction product. The product is: [C:8]1([C:5]2[N:6]=[CH:7][C:2]([C:31]#[C:30][CH2:29][CH2:28][CH2:27][O:26][CH:21]3[CH2:22][CH2:23][CH2:24][CH2:25][O:20]3)=[N:3][C:4]=2[C:14]2[CH:19]=[CH:18][CH:17]=[CH:16][CH:15]=2)[CH:13]=[CH:12][CH:11]=[CH:10][CH:9]=1. (2) The product is: [CH3:21][C:16]1([CH3:22])[C:17]([CH3:20])([CH3:19])[O:18][B:14]([C:2]2[CH:7]=[CH:6][C:5]([C:8]3([C:11]([NH2:13])=[O:12])[CH2:10][CH2:9]3)=[CH:4][CH:3]=2)[O:15]1. Given the reactants Br[C:2]1[CH:7]=[CH:6][C:5]([C:8]2([C:11]([NH2:13])=[O:12])[CH2:10][CH2:9]2)=[CH:4][CH:3]=1.[B:14]1([B:14]2[O:18][C:17]([CH3:20])([CH3:19])[C:16]([CH3:22])([CH3:21])[O:15]2)[O:18][C:17]([CH3:20])([CH3:19])[C:16]([CH3:22])([CH3:21])[O:15]1.C([O-])(=O)C.[K+].ClCCl, predict the reaction product.